This data is from Forward reaction prediction with 1.9M reactions from USPTO patents (1976-2016). The task is: Predict the product of the given reaction. (1) Given the reactants CO[C:3]1[CH:8]=[CH:7][CH:6]=[CH:5][C:4]=1[N:9]1[CH2:14][CH2:13][N:12]([CH2:15][CH2:16][CH2:17][CH2:18][NH:19]C(C2COC3C(C=2)=CC=CC=3)=O)[CH2:11][CH2:10]1.[CH3:32][C:33]1([CH3:46])[C:42]([C:43]([OH:45])=O)=[CH:41][C:40]2[C:35](=[CH:36][CH:37]=[CH:38][CH:39]=2)[S:34]1.[C:47](C1C=C(N2CCN(CCCCN)CC2)C=CC=1)#[N:48], predict the reaction product. The product is: [C:47]([C:3]1[CH:8]=[CH:7][CH:6]=[CH:5][C:4]=1[N:9]1[CH2:10][CH2:11][N:12]([CH2:15][CH2:16][CH2:17][CH2:18][NH:19][C:43]([C:42]2[C:33]([CH3:32])([CH3:46])[S:34][C:35]3[C:40]([CH:41]=2)=[CH:39][CH:38]=[CH:37][CH:36]=3)=[O:45])[CH2:13][CH2:14]1)#[N:48]. (2) The product is: [CH3:20][C:21]([Si:24]([CH3:40])([CH3:39])[C:25]1[C:37]([F:38])=[CH:36][CH:35]=[C:34]([CH3:2])[C:26]=1[C:27]([N:29]([CH2:30][CH3:31])[CH2:32][CH3:33])=[O:28])([CH3:23])[CH3:22]. Given the reactants [Li][CH:2](CC)C.C1CCCCC1.CN(CCN(C)C)C.[CH3:20][C:21]([Si:24]([CH3:40])([CH3:39])[C:25]1[C:37]([F:38])=[CH:36][CH:35]=[CH:34][C:26]=1[C:27]([N:29]([CH2:32][CH3:33])[CH2:30][CH3:31])=[O:28])([CH3:23])[CH3:22].CI.C(O)(=O)CC(CC(O)=O)(C(O)=O)O, predict the reaction product. (3) Given the reactants [O-:1][C:2]#[N:3].[K+].[NH2:5][C:6]1[CH:11]=[CH:10][C:9](/[C:12](/[C:19]2[NH:24][C:23](=[O:25])[C:22]([Cl:26])=[CH:21][CH:20]=2)=[CH:13]\[CH:14]2[CH2:18][CH2:17][CH2:16][CH2:15]2)=[CH:8][CH:7]=1.C(=O)(O)[O-].[Na+].C(OCC)(=O)C, predict the reaction product. The product is: [Cl:26][C:22]1[C:23](=[O:25])[NH:24][C:19](/[C:12](/[C:9]2[CH:10]=[CH:11][C:6]([NH:5][C:2]([NH2:3])=[O:1])=[CH:7][CH:8]=2)=[CH:13]/[CH:14]2[CH2:15][CH2:16][CH2:17][CH2:18]2)=[CH:20][CH:21]=1. (4) Given the reactants [N:1]([CH:4]1[CH2:10][C:9]([CH3:12])([CH3:11])[CH2:8][N:7]([S:13]([C:16]2[CH:21]=[CH:20][CH:19]=[CH:18][N:17]=2)(=[O:15])=[O:14])[CH2:6][CH:5]1[OH:22])=[N+]=[N-].C1C=CC(P(C2C=CC=CC=2)C2C=CC=CC=2)=CC=1, predict the reaction product. The product is: [NH2:1][CH:4]1[CH2:10][C:9]([CH3:12])([CH3:11])[CH2:8][N:7]([S:13]([C:16]2[CH:21]=[CH:20][CH:19]=[CH:18][N:17]=2)(=[O:15])=[O:14])[CH2:6][CH:5]1[OH:22]. (5) Given the reactants C[Si]([N-][Si](C)(C)C)(C)C.[Na+].[Cl:11][C:12]1[CH:17]=[C:16]([Cl:18])[CH:15]=[CH:14][C:13]=1[CH2:19][C:20]([OH:22])=O.[CH3:23][O:24][C:25]1[CH:34]=[CH:33][C:28](C(OC)=O)=[CH:27][CH:26]=1.Cl, predict the reaction product. The product is: [Cl:11][C:12]1[CH:17]=[C:16]([Cl:18])[CH:15]=[CH:14][C:13]=1[CH2:19][C:20]([C:28]1[CH:33]=[CH:34][C:25]([O:24][CH3:23])=[CH:26][CH:27]=1)=[O:22]. (6) Given the reactants [CH3:1][C:2]1[C:10]2[C:5](=[CH:6][CH:7]=[CH:8][CH:9]=2)[NH:4][CH:3]=1.[CH:11](Cl)(Cl)[Cl:12].C(O)C.[OH-].[Na+], predict the reaction product. The product is: [Cl:12][C:11]1[CH:3]=[N:4][C:5]2[C:10]([C:2]=1[CH3:1])=[CH:9][CH:8]=[CH:7][CH:6]=2. (7) Given the reactants [Cl:1][C:2]1[CH:3]=[C:4]([CH2:9][S:10](Cl)(=[O:12])=[O:11])[CH:5]=[C:6]([Cl:8])[CH:7]=1.[NH2:14][C:15]1[C:16]([O:26]C)=[N:17][C:18]([S:21]([CH2:24][CH3:25])(=[O:23])=[O:22])=[CH:19][CH:20]=1, predict the reaction product. The product is: [Cl:1][C:2]1[CH:3]=[C:4]([CH2:9][S:10]([NH:14][C:15]2[C:16]([OH:26])=[N:17][C:18]([S:21]([CH2:24][CH3:25])(=[O:23])=[O:22])=[CH:19][CH:20]=2)(=[O:12])=[O:11])[CH:5]=[C:6]([Cl:8])[CH:7]=1. (8) Given the reactants O[CH2:2][C:3]1[CH:8]=[CH:7][C:6]([CH2:9][NH:10][C:11](=[O:13])[CH3:12])=[C:5]([N+:14]([O-:16])=[O:15])[CH:4]=1.C(N(CC)CC)C.CN(C1C=CC=CN=1)C.C1(C)C=CC(S([Cl:42])(=O)=O)=CC=1, predict the reaction product. The product is: [Cl:42][CH2:2][C:3]1[CH:8]=[CH:7][C:6]([CH2:9][NH:10][C:11](=[O:13])[CH3:12])=[C:5]([N+:14]([O-:16])=[O:15])[CH:4]=1.